From a dataset of Forward reaction prediction with 1.9M reactions from USPTO patents (1976-2016). Predict the product of the given reaction. (1) The product is: [CH2:27]([C:26]1[C:18]([C:12]([C:10]2[NH:9][C:6]3=[N:7][CH:8]=[C:3]([C:1]#[N:2])[CH:4]=[C:5]3[N:11]=2)([OH:17])[C:13]([F:16])([F:14])[F:15])=[C:19]2[C:23](=[C:24]([CH3:29])[CH:25]=1)[NH:22][CH:21]=[CH:20]2)[CH3:28]. Given the reactants [C:1]([C:3]1[CH:4]=[C:5]2[N:11]=[C:10]([C:12]([C:18]3[C:26]([CH2:27][CH3:28])=[CH:25][C:24]([CH3:29])=[C:23]4[C:19]=3[CH:20]=[CH:21][N:22]4C(OC(C)(C)C)=O)([OH:17])[C:13]([F:16])([F:15])[F:14])[NH:9][C:6]2=[N:7][CH:8]=1)#[N:2].C(=O)([O-])[O-].[K+].[K+], predict the reaction product. (2) The product is: [OH:60][C:53]1[C:52]([CH2:51][NH:50][C:18]([C:12]2[CH:11]=[CH:10][C:9]3[CH:8]([O:1][C:2]4[CH:3]=[CH:4][CH:5]=[CH:6][CH:7]=4)[CH2:17][CH2:16][CH2:15][C:14]=3[CH:13]=2)=[O:20])=[C:57]([CH3:58])[CH:56]=[C:55]([CH3:59])[N:54]=1. Given the reactants [O:1]([CH:8]1[CH2:17][CH2:16][CH2:15][C:14]2[CH:13]=[C:12]([C:18]([OH:20])=O)[CH:11]=[CH:10][C:9]1=2)[C:2]1[CH:7]=[CH:6][CH:5]=[CH:4][CH:3]=1.Cl.C(N=C=NCCCN(C)C)C.ON1C2C=CC=CC=2N=N1.C(N(CC)CC)C.[NH2:50][CH2:51][C:52]1[C:53]([OH:60])=[N:54][C:55]([CH3:59])=[CH:56][C:57]=1[CH3:58], predict the reaction product.